The task is: Regression/Classification. Given a drug SMILES string, predict its toxicity properties. Task type varies by dataset: regression for continuous values (e.g., LD50, hERG inhibition percentage) or binary classification for toxic/non-toxic outcomes (e.g., AMES mutagenicity, cardiotoxicity, hepatotoxicity). Dataset: herg_karim.. This data is from hERG potassium channel inhibition data for cardiac toxicity prediction from Karim et al.. (1) The drug is CCN1CCN(c2cc3[nH]c(S[C@]4(C)CC[C@@H](S(C)(=O)=O)CC4)nc3cc2Cl)CC1. The result is 0 (non-blocker). (2) The compound is N#Cc1ccc(-c2ccc(C[C@@H](C#N)NC(=O)[C@@H]3CNCCCO3)cc2)cc1. The result is 0 (non-blocker).